The task is: Predict the reactants needed to synthesize the given product.. This data is from Full USPTO retrosynthesis dataset with 1.9M reactions from patents (1976-2016). (1) Given the product [O:1]1[CH2:6][CH2:5][O:4][CH2:3][C@@H:2]1[CH2:7][O:8][NH2:9], predict the reactants needed to synthesize it. The reactants are: [O:1]1[CH2:6][CH2:5][O:4][CH2:3][C@@H:2]1[CH2:7][O:8][N:9]1C(=O)C2C(=CC=CC=2)C1=O.O.NN. (2) Given the product [C:52]([C:54]1[CH:59]=[CH:58][C:57]([O:1][C:2]2[CH:3]=[C:4]([CH:14]=[C:15]([O:17][C@@H:18]([CH3:22])[CH2:19][O:20][CH3:21])[CH:16]=2)[C:5]([NH:7][C:8]2[CH:12]=[CH:11][N:10]([CH3:13])[N:9]=2)=[O:6])=[CH:56][CH:55]=1)(=[O:53])[CH3:51], predict the reactants needed to synthesize it. The reactants are: [OH:1][C:2]1[CH:3]=[C:4]([CH:14]=[C:15]([O:17][C@@H:18]([CH3:22])[CH2:19][O:20][CH3:21])[CH:16]=1)[C:5]([NH:7][C:8]1[CH:12]=[CH:11][N:10]([CH3:13])[N:9]=1)=[O:6].CCN(P1(N(C)CCCN1C)=NC(C)(C)C)CC.C([O-])(=O)C1C=CC=CC=1.[K+].[CH3:51][C:52]([C:54]1[CH:59]=[CH:58][C:57](F)=[CH:56][CH:55]=1)=[O:53]. (3) Given the product [OH2:20].[ClH:34].[ClH:34].[NH2:26][CH2:25][CH2:24][CH2:23][C@@H:15]1[N:14]2[C:10]3[C:9]4[C:4](=[CH:5][CH:6]=[CH:7][CH:8]=4)[N:3]=[C:2]([NH2:1])[C:11]=3[N:12]=[C:13]2[CH2:18][N:17]([S:19]([CH3:22])(=[O:20])=[O:21])[CH2:16]1, predict the reactants needed to synthesize it. The reactants are: [NH2:1][C:2]1[C:11]2[N:12]=[C:13]3[CH2:18][N:17]([S:19]([CH3:22])(=[O:21])=[O:20])[CH2:16][C@H:15]([CH2:23][CH2:24][CH2:25][NH:26]C(=O)OC(C)(C)C)[N:14]3[C:10]=2[C:9]2[C:4](=[CH:5][CH:6]=[CH:7][CH:8]=2)[N:3]=1.[ClH:34]. (4) Given the product [NH2:1][C:2]1[N:3]=[C:4]([Cl:15])[C:5]([C:9](=[O:14])[CH2:10][CH2:11][CH:12]=[CH2:13])=[C:6]([Cl:8])[N:7]=1, predict the reactants needed to synthesize it. The reactants are: [NH2:1][C:2]1[N:7]=[C:6]([Cl:8])[C:5]([CH:9]([OH:14])[CH2:10][CH2:11][CH:12]=[CH2:13])=[C:4]([Cl:15])[N:3]=1.